From a dataset of NCI-60 drug combinations with 297,098 pairs across 59 cell lines. Regression. Given two drug SMILES strings and cell line genomic features, predict the synergy score measuring deviation from expected non-interaction effect. Drug 1: CC(C)(C#N)C1=CC(=CC(=C1)CN2C=NC=N2)C(C)(C)C#N. Drug 2: C1CN(P(=O)(OC1)NCCCl)CCCl. Cell line: 786-0. Synergy scores: CSS=3.14, Synergy_ZIP=-1.94, Synergy_Bliss=-2.40, Synergy_Loewe=2.66, Synergy_HSA=-1.38.